Task: Regression/Classification. Given a drug SMILES string, predict its absorption, distribution, metabolism, or excretion properties. Task type varies by dataset: regression for continuous measurements (e.g., permeability, clearance, half-life) or binary classification for categorical outcomes (e.g., BBB penetration, CYP inhibition). Dataset: cyp2c19_veith.. Dataset: CYP2C19 inhibition data for predicting drug metabolism from PubChem BioAssay (1) The drug is CCCn1c(N)c(C(=O)CSc2nc(C)cs2)c(=O)n(C)c1=O. The result is 1 (inhibitor). (2) The compound is O=C(Nc1ccccc1)N1CC2(CCN(C(=O)c3cnccn3)CC2)C1. The result is 0 (non-inhibitor). (3) The molecule is COc1cc(OC)c(C(=O)CCCN2CCCC2)c(OC)c1. The result is 0 (non-inhibitor). (4) The drug is CC(C)N(Cc1ccccc1)S(=O)(=O)c1n[nH]c(C(C)(C)C)n1. The result is 0 (non-inhibitor). (5) The drug is Cc1ccc(NC(=O)NNS(=O)(=O)c2ccc(Br)cc2)cc1. The result is 0 (non-inhibitor). (6) The drug is Cc1ccc(Nc2nc(-c3sc(NC(=O)c4ccc([N+](=O)[O-])cc4)nc3C)cs2)cc1. The result is 1 (inhibitor). (7) The molecule is NS(=O)(=O)c1ccc(N=Nc2ccc(O)c(C(=O)O)c2)cc1. The result is 0 (non-inhibitor). (8) The drug is C[C@H]1CCC/C=C\[C@@H]2C[C@H](OC(=O)CN(C)C)C[C@@H]2[C@@H](O)/C=C\C(=O)O1. The result is 0 (non-inhibitor). (9) The drug is O=c1cnc2cnc(Oc3ccccc3)nc2n1C[C@H]1CCCO1. The result is 0 (non-inhibitor). (10) The drug is O=C(c1cnccn1)N1CCC2(CC1)CN(c1ccncc1)C2. The result is 0 (non-inhibitor).